Dataset: Forward reaction prediction with 1.9M reactions from USPTO patents (1976-2016). Task: Predict the product of the given reaction. (1) The product is: [O:18]=[C:11]1[C:12]2[CH2:13][CH2:14][CH2:15][CH2:16][C:17]=2[C:8]2[C:7]([C@H:19]3[CH2:23][CH2:22][CH2:21][N:20]3[C:24]([O:26][CH2:27][C:28]3[CH:29]=[CH:30][CH:31]=[CH:32][CH:33]=3)=[O:25])=[N:6][N:5]([CH2:4][CH2:3][CH:1]=[O:36])[C:9]=2[NH:10]1. Given the reactants [C:1]([CH2:3][CH2:4][N:5]1[C:9]2[NH:10][C:11](=[O:18])[C:12]3[CH2:13][CH2:14][CH2:15][CH2:16][C:17]=3[C:8]=2[C:7]([C@H:19]2[CH2:23][CH2:22][CH2:21][N:20]2[C:24]([O:26][CH2:27][C:28]2[CH:33]=[CH:32][CH:31]=[CH:30][CH:29]=2)=[O:25])=[N:6]1)#N.C(O)(=[O:36])C, predict the reaction product. (2) Given the reactants [F:1][C:2]1[CH:7]=[CH:6][CH:5]=[C:4]([C:8]#[C:9][Si](C)(C)C)[C:3]=1[CH2:14][C:15]([O:17]CC)=[O:16], predict the reaction product. The product is: [C:8]([C:4]1[CH:5]=[CH:6][CH:7]=[C:2]([F:1])[C:3]=1[CH2:14][C:15]([OH:17])=[O:16])#[CH:9].